This data is from Reaction yield outcomes from USPTO patents with 853,638 reactions. The task is: Predict the reaction yield, written as a fraction of the theoretical maximum amount of product (1.0 means a 100% yield; for example, 0.34 means a 34% yield). (1) The reactants are Cl.[NH:2]1[CH2:7][CH2:6][CH2:5][CH:4]([C:8]2[CH:23]=[CH:22][C:11]([O:12][C:13]3[CH:21]=[CH:20][C:16]([C:17]([NH2:19])=[O:18])=[CH:15][N:14]=3)=[CH:10][CH:9]=2)[CH2:3]1.Br[CH2:25][CH2:26][C:27]1[CH:32]=[CH:31][CH:30]=[CH:29][CH:28]=1.C(=O)([O-])[O-].[K+].[K+]. The catalyst is CN(C)C=O. The product is [CH2:25]([N:2]1[CH2:7][CH2:6][CH2:5][CH:4]([C:8]2[CH:9]=[CH:10][C:11]([O:12][C:13]3[CH:21]=[CH:20][C:16]([C:17]([NH2:19])=[O:18])=[CH:15][N:14]=3)=[CH:22][CH:23]=2)[CH2:3]1)[CH2:26][C:27]1[CH:32]=[CH:31][CH:30]=[CH:29][CH:28]=1. The yield is 0.640. (2) The reactants are [NH2:1][C:2]1[N:7]=[CH:6][N:5]=[C:4]2[N:8]([C@@H:12]3[CH2:17][CH2:16][CH2:15][N:14]([C:18]([O:20][C:21]([CH3:24])([CH3:23])[CH3:22])=[O:19])[CH2:13]3)[N:9]=[C:10](I)[C:3]=12.[F:25][C:26]1[C:47]([F:48])=[CH:46][CH:45]=[CH:44][C:27]=1[O:28][C:29]1[CH:34]=[CH:33][C:32](B2OC(C)(C)C(C)(C)O2)=[CH:31][CH:30]=1.C(=O)([O-])[O-].[Na+].[Na+]. The catalyst is O1CCOCC1.O.C1C=CC([P]([Pd]([P](C2C=CC=CC=2)(C2C=CC=CC=2)C2C=CC=CC=2)([P](C2C=CC=CC=2)(C2C=CC=CC=2)C2C=CC=CC=2)[P](C2C=CC=CC=2)(C2C=CC=CC=2)C2C=CC=CC=2)(C2C=CC=CC=2)C2C=CC=CC=2)=CC=1. The product is [NH2:1][C:2]1[N:7]=[CH:6][N:5]=[C:4]2[N:8]([C@@H:12]3[CH2:17][CH2:16][CH2:15][N:14]([C:18]([O:20][C:21]([CH3:24])([CH3:23])[CH3:22])=[O:19])[CH2:13]3)[N:9]=[C:10]([C:32]3[CH:31]=[CH:30][C:29]([O:28][C:27]4[CH:44]=[CH:45][CH:46]=[C:47]([F:48])[C:26]=4[F:25])=[CH:34][CH:33]=3)[C:3]=12. The yield is 0.820.